Predict the product of the given reaction. From a dataset of Forward reaction prediction with 1.9M reactions from USPTO patents (1976-2016). Given the reactants Cl[C:2]1[CH:3]=[CH:4][C:5]2[N:6]([C:8]([CH2:11][O:12][C:13]3[C:22]4[C:17](=[CH:18][C:19]([O:23][CH3:24])=[CH:20][CH:21]=4)[N:16]=[CH:15][CH:14]=3)=[N:9][N:10]=2)[N:7]=1.[Cl:25][C:26]1[CH:40]=[C:39](B2OC(C)(C)C(C)(C)O2)[CH:38]=[CH:37][C:27]=1[CH2:28][NH:29][C:30](=[O:36])[O:31][C:32]([CH3:35])([CH3:34])[CH3:33].C(=O)([O-])[O-].[Cs+].[Cs+], predict the reaction product. The product is: [Cl:25][C:26]1[CH:40]=[C:39]([C:2]2[CH:3]=[CH:4][C:5]3[N:6]([C:8]([CH2:11][O:12][C:13]4[C:22]5[C:17](=[CH:18][C:19]([O:23][CH3:24])=[CH:20][CH:21]=5)[N:16]=[CH:15][CH:14]=4)=[N:9][N:10]=3)[N:7]=2)[CH:38]=[CH:37][C:27]=1[CH2:28][NH:29][C:30](=[O:36])[O:31][C:32]([CH3:34])([CH3:33])[CH3:35].